This data is from Forward reaction prediction with 1.9M reactions from USPTO patents (1976-2016). The task is: Predict the product of the given reaction. Given the reactants [NH2:1][C:2]1[N:10]=[CH:9][N:8]=[C:7]2[C:3]=1[N:4]=[CH:5][N:6]2[C@H:11]1[C@@H:15]2[O:16]C(C)(C)[O:18][C@@H:14]2[C@@H:13]([CH2:21][N:22]([CH:40]2[CH2:43][O:42][CH2:41]2)[CH2:23][CH2:24][CH2:25][NH:26][C:27]([NH:29][C:30]2[CH:35]=[CH:34][C:33]([C:36]([CH3:39])([CH3:38])[CH3:37])=[CH:32][CH:31]=2)=[O:28])[O:12]1, predict the reaction product. The product is: [NH2:1][C:2]1[N:10]=[CH:9][N:8]=[C:7]2[C:3]=1[N:4]=[CH:5][N:6]2[C@@H:11]1[O:12][C@H:13]([CH2:21][N:22]([CH:40]2[CH2:41][O:42][CH2:43]2)[CH2:23][CH2:24][CH2:25][NH:26][C:27]([NH:29][C:30]2[CH:31]=[CH:32][C:33]([C:36]([CH3:39])([CH3:38])[CH3:37])=[CH:34][CH:35]=2)=[O:28])[C@@H:14]([OH:18])[C@H:15]1[OH:16].